Predict which catalyst facilitates the given reaction. From a dataset of Catalyst prediction with 721,799 reactions and 888 catalyst types from USPTO. (1) Reactant: [Cl:1][C:2]1[CH:21]=[CH:20][C:5]([O:6][C:7]2[CH:8]=[C:9]([S:13]([CH2:16][CH2:17][CH2:18]O)(=[O:15])=[O:14])[CH:10]=[CH:11][CH:12]=2)=[CH:4][C:3]=1[C:22]1[C:31]2[C:26](=[C:27]([C:32]([F:35])([F:34])[F:33])[CH:28]=[CH:29][CH:30]=2)[N:25]=[CH:24][N:23]=1.C(N(C(C)C)CC)(C)C.CS(Cl)(=O)=O.[I-:50].[Na+]. Product: [Cl:1][C:2]1[CH:21]=[CH:20][C:5]([O:6][C:7]2[CH:12]=[CH:11][CH:10]=[C:9]([S:13]([CH2:16][CH2:17][CH2:18][I:50])(=[O:15])=[O:14])[CH:8]=2)=[CH:4][C:3]=1[C:22]1[C:31]2[C:26](=[C:27]([C:32]([F:35])([F:34])[F:33])[CH:28]=[CH:29][CH:30]=2)[N:25]=[CH:24][N:23]=1. The catalyst class is: 2. (2) Reactant: [Cl:1][CH2:2][CH2:3][CH2:4][C:5](=[O:8])[CH:6]=[CH2:7].[Br-:9].[K+].[Br:11]Br. Product: [Br:9][CH2:7][CH:6]([Br:11])[C:5](=[O:8])[CH2:4][CH2:3][CH2:2][Cl:1]. The catalyst class is: 32. (3) Reactant: [NH:1]1[CH2:6][CH2:5][CH2:4][CH:3]([CH2:7][OH:8])[CH2:2]1.[CH:9](=O)[CH2:10][CH3:11].C(O[BH-](OC(=O)C)OC(=O)C)(=O)C.[Na+].C(=O)([O-])O.[Na+].C(=O)([O-])[O-].[K+].[K+]. Product: [CH2:9]([N:1]1[CH2:6][CH2:5][CH2:4][CH:3]([CH2:7][OH:8])[CH2:2]1)[CH2:10][CH3:11]. The catalyst class is: 845. (4) The catalyst class is: 6. Reactant: [Cl:1][C:2]1[CH:7]=[CH:6][C:5]([CH:8]2[CH2:13][CH2:12][CH:11]([C:14]3[C:15](=[O:26])[C:16]4[C:21]([C:22](=[O:25])[C:23]=3Cl)=[CH:20][CH:19]=[CH:18][CH:17]=4)[CH2:10][CH2:9]2)=[CH:4][CH:3]=1.C[OH:28].[OH-].[K+].Cl. Product: [Cl:1][C:2]1[CH:3]=[CH:4][C:5]([CH:8]2[CH2:9][CH2:10][CH:11]([C:14]3[C:15](=[O:26])[C:16]4[C:21]([C:22](=[O:25])[C:23]=3[OH:28])=[CH:20][CH:19]=[CH:18][CH:17]=4)[CH2:12][CH2:13]2)=[CH:6][CH:7]=1.[CH:18]1[CH:19]=[CH:20][C:21]2[C:22]([C:23]([OH:28])=[C:14]([C@@H:11]3[CH2:10][CH2:9][C@@H:8]([C:5]4[CH:4]=[CH:3][C:2]([Cl:1])=[CH:7][CH:6]=4)[CH2:13][CH2:12]3)[C:15](=[O:26])[C:16]=2[CH:17]=1)=[O:25]. (5) The catalyst class is: 1. Product: [CH:11]1([CH:14]([C:25](=[O:27])[CH3:26])[C:15]([O:17][CH2:18][C:19]2[CH:20]=[CH:21][CH:22]=[CH:23][CH:24]=2)=[O:16])[CH2:12][CH2:13]1. Reactant: [Li+].C[Si]([N-][Si](C)(C)C)(C)C.[CH:11]1([CH2:14][C:15]([O:17][CH2:18][C:19]2[CH:24]=[CH:23][CH:22]=[CH:21][CH:20]=2)=[O:16])[CH2:13][CH2:12]1.[C:25](Cl)(=[O:27])[CH3:26].CCOC(C)=O. (6) Reactant: [Cl:1][C:2]1[CH:3]=[C:4]([N:12]([CH2:20][CH3:21])[CH:13]2[CH2:18][CH2:17][N:16]([CH3:19])[CH2:15][CH2:14]2)[C:5]([CH3:11])=[C:6]([CH:10]=1)[C:7]([OH:9])=O.Cl.Cl.[NH2:24][CH2:25][C:26]1[C:27](=[O:37])[NH:28][C:29]([CH3:36])=[CH:30][C:31]=1[C:32]([F:35])([F:34])[F:33].C1CN([P+](ON2N=NC3C=CC=CC2=3)(N2CCCC2)N2CCCC2)CC1.F[P-](F)(F)(F)(F)F.CCN(C(C)C)C(C)C. Product: [Cl:1][C:2]1[CH:3]=[C:4]([N:12]([CH2:20][CH3:21])[CH:13]2[CH2:18][CH2:17][N:16]([CH3:19])[CH2:15][CH2:14]2)[C:5]([CH3:11])=[C:6]([CH:10]=1)[C:7]([NH:24][CH2:25][C:26]1[C:27](=[O:37])[NH:28][C:29]([CH3:36])=[CH:30][C:31]=1[C:32]([F:33])([F:34])[F:35])=[O:9]. The catalyst class is: 16. (7) Reactant: [CH:1]1([C@H:7]([NH:12][C:13]([C:15]2[CH:20]=[CH:19][C:18]([C:21]3[CH:26]=[CH:25][CH:24]=[C:23]([F:27])[CH:22]=3)=[CH:17][C:16]=2[N+:28]([O-])=O)=[O:14])[C:8]([O:10][CH3:11])=[O:9])[CH2:6][CH2:5][CH2:4][CH2:3][CH2:2]1. Product: [NH2:28][C:16]1[CH:17]=[C:18]([C:21]2[CH:26]=[CH:25][CH:24]=[C:23]([F:27])[CH:22]=2)[CH:19]=[CH:20][C:15]=1[C:13]([NH:12][C@@H:7]([CH:1]1[CH2:6][CH2:5][CH2:4][CH2:3][CH2:2]1)[C:8]([O:10][CH3:11])=[O:9])=[O:14]. The catalyst class is: 63. (8) Reactant: C([NH:4][C:5]1[C:6]([C:18]([OH:20])=[O:19])=[CH:7][C:8]2[C:13]([C:14]=1[N+:15]([O-:17])=[O:16])=[CH:12][CH:11]=[CH:10][CH:9]=2)(=O)C. Product: [NH2:4][C:5]1[C:6]([C:18]([OH:20])=[O:19])=[CH:7][C:8]2[C:13]([C:14]=1[N+:15]([O-:17])=[O:16])=[CH:12][CH:11]=[CH:10][CH:9]=2. The catalyst class is: 33.